Dataset: Reaction yield outcomes from USPTO patents with 853,638 reactions. Task: Predict the reaction yield, written as a fraction of the theoretical maximum amount of product (1.0 means a 100% yield; for example, 0.34 means a 34% yield). (1) The reactants are [Cl:1][C:2]1[CH:7]=[CH:6][CH:5]=[CH:4][C:3]=1[C:8]1[N+:9]([O-])=[CH:10][C:11]2[C:16]([CH:17]=1)=[CH:15][N:14]=[C:13]([NH:18][C:19]([CH:21]1[CH2:23][CH2:22]1)=[O:20])[CH:12]=2.CS([Cl:29])(=O)=O. The catalyst is CN(C)C=O.C(OCC)(=O)C. The product is [Cl:29][C:10]1[N:9]=[C:8]([C:3]2[CH:4]=[CH:5][CH:6]=[CH:7][C:2]=2[Cl:1])[CH:17]=[C:16]2[C:11]=1[CH:12]=[C:13]([NH:18][C:19]([CH:21]1[CH2:23][CH2:22]1)=[O:20])[N:14]=[CH:15]2. The yield is 0.800. (2) The reactants are O[NH:2][C:3]([C:5]1[CH:32]=[CH:31][C:8]2[N:9]([CH2:26][CH2:27][CH:28]([CH3:30])[CH3:29])[C:10]([CH2:12][N:13]3[C:17]4[CH:18]=[CH:19][CH:20]=[CH:21][C:16]=4[N:15]([C:22]([CH3:24])=[CH2:23])[C:14]3=[O:25])=[N:11][C:7]=2[CH:6]=1)=[NH:4]. The catalyst is CC(O)=O.[Pd]. The product is [C:22]([N:15]1[C:16]2[CH:21]=[CH:20][CH:19]=[CH:18][C:17]=2[N:13]([CH2:12][C:10]2[N:9]([CH2:26][CH2:27][CH:28]([CH3:30])[CH3:29])[C:8]3[CH:31]=[CH:32][C:5]([C:3]([NH2:4])=[NH:2])=[CH:6][C:7]=3[N:11]=2)[C:14]1=[O:25])([CH3:24])=[CH2:23]. The yield is 0.860. (3) The yield is 0.680. The product is [CH3:1][N:2]1[CH:6]=[CH:5][N:4]=[C:3]1/[CH:7]=[N:9]/[C:10]1[CH:18]=[CH:17][CH:16]=[C:15]2[C:11]=1[CH2:12][O:13][C:14]2=[O:19]. The catalyst is C(#N)C. The reactants are [CH3:1][N:2]1[CH:6]=[CH:5][N:4]=[C:3]1[CH:7]=O.[NH2:9][C:10]1[CH:18]=[CH:17][CH:16]=[C:15]2[C:11]=1[CH2:12][O:13][C:14]2=[O:19].S([O-])([O-])(=O)=O.[Mg+2]. (4) The reactants are Cl[C:2]1[CH:3]=[C:4]([N:13]([CH:23]2[CH2:25][CH2:24]2)[CH2:14][C:15]2[CH:20]=[CH:19][C:18]([O:21][CH3:22])=[CH:17][CH:16]=2)[C:5]2[N:6]([C:8]([C:11]#[N:12])=[CH:9][N:10]=2)[N:7]=1.[N:26]1[C:31]([NH2:32])=[CH:30][CH:29]=[CH:28][C:27]=1[NH2:33].C(=O)([O-])[O-].[Cs+].[Cs+].CC1(C)C2C(=C(P(C3C=CC=CC=3)C3C=CC=CC=3)C=CC=2)OC2C(P(C3C=CC=CC=3)C3C=CC=CC=3)=CC=CC1=2. The catalyst is [Cu]I.C1C=CC(/C=C/C(/C=C/C2C=CC=CC=2)=O)=CC=1.C1C=CC(/C=C/C(/C=C/C2C=CC=CC=2)=O)=CC=1.C1C=CC(/C=C/C(/C=C/C2C=CC=CC=2)=O)=CC=1.[Pd].[Pd].COCCOC. The product is [NH2:33][C:27]1[N:26]=[C:31]([NH:32][C:2]2[CH:3]=[C:4]([N:13]([CH:23]3[CH2:25][CH2:24]3)[CH2:14][C:15]3[CH:20]=[CH:19][C:18]([O:21][CH3:22])=[CH:17][CH:16]=3)[C:5]3[N:6]([C:8]([C:11]#[N:12])=[CH:9][N:10]=3)[N:7]=2)[CH:30]=[CH:29][CH:28]=1. The yield is 0.230. (5) The reactants are [CH3:1][C:2]([CH3:21])([CH3:20])[CH2:3][C:4]([NH:6][C:7]1[C:8]([CH3:19])=[CH:9][C:10]2[O:14][C:13]([CH3:16])([CH3:15])[CH2:12][C:11]=2[C:17]=1[CH3:18])=[O:5].C1C[O:25][CH2:24]C1.CCCCCC. No catalyst specified. The product is [CH:24]([C:9]1[C:10]2[O:14][C:13]([CH3:15])([CH3:16])[CH2:12][C:11]=2[C:17]([CH3:18])=[C:7]([NH:6][C:4](=[O:5])[CH2:3][C:2]([CH3:21])([CH3:20])[CH3:1])[C:8]=1[CH3:19])=[O:25]. The yield is 0.850. (6) The reactants are [CH:1]1([CH2:7][O:8][C:9]2[CH:14]=[C:13]([O:15][CH2:16][CH2:17][O:18][CH3:19])[CH:12]=[CH:11][C:10]=2/[CH:20]=[CH:21]/[C:22]([NH:24][S:25]([CH2:28][CH2:29][CH2:30][CH2:31][CH3:32])(=[O:27])=[O:26])=[O:23])[CH2:6][CH2:5][CH2:4][CH2:3][CH2:2]1. The catalyst is CO.[C].[Pd]. The product is [CH:1]1([CH2:7][O:8][C:9]2[CH:14]=[C:13]([O:15][CH2:16][CH2:17][O:18][CH3:19])[CH:12]=[CH:11][C:10]=2[CH2:20][CH2:21][C:22]([NH:24][S:25]([CH2:28][CH2:29][CH2:30][CH2:31][CH3:32])(=[O:27])=[O:26])=[O:23])[CH2:2][CH2:3][CH2:4][CH2:5][CH2:6]1. The yield is 0.910.